This data is from Catalyst prediction with 721,799 reactions and 888 catalyst types from USPTO. The task is: Predict which catalyst facilitates the given reaction. (1) Product: [NH2:10][CH2:11][CH2:12][CH2:13][CH2:14][C:15]1[CH:20]=[CH:19][C:18]([O:21][CH2:22][CH2:23][NH:24][CH2:25][C@@H:26]([C:28]2[CH:33]=[CH:32][C:31]([OH:34])=[C:30]([NH:42][CH:43]=[O:44])[CH:29]=2)[OH:27])=[CH:17][CH:16]=1. Reactant: C(OC(=O)[NH:10][CH2:11][CH2:12][CH2:13][CH2:14][C:15]1[CH:20]=[CH:19][C:18]([O:21][CH2:22][CH2:23][N:24](CC2C=CC=CC=2)[CH2:25][C@@H:26]([C:28]2[CH:33]=[CH:32][C:31]([O:34]CC3C=CC=CC=3)=[C:30]([NH:42][CH:43]=[O:44])[CH:29]=2)[OH:27])=[CH:17][CH:16]=1)C1C=CC=CC=1. The catalyst class is: 261. (2) Reactant: [CH3:1][N:2]1[C:6]([CH3:7])=[N:5][N:4]=[C:3]1[NH2:8].[N:9]([C:12](OC1C=CC=CC=1)=[O:13])=[C:10]=[O:11]. Product: [CH3:7][C:6]1[N:2]([CH3:1])[C:3]2=[N:8][C:10](=[O:11])[NH:9][C:12](=[O:13])[N:4]2[N:5]=1. The catalyst class is: 10.